Task: Predict the reaction yield, written as a fraction of the theoretical maximum amount of product (1.0 means a 100% yield; for example, 0.34 means a 34% yield).. Dataset: Reaction yield outcomes from USPTO patents with 853,638 reactions (1) The reactants are [C:1]([O:5][C:6]([NH:8][C@H:9]([C:13]1[CH:18]=[C:17]([C:19]2[CH:27]=[CH:26][C:25]([NH:28][C:29]([O:31][CH3:32])=[O:30])=[CH:24][C:20]=2[C:21]([OH:23])=O)[CH:16]=[CH:15][N:14]=1)[CH2:10][CH:11]=[CH2:12])=[O:7])([CH3:4])([CH3:3])[CH3:2].[CH2:33]([NH2:36])[CH:34]=[CH2:35].C(Cl)CCl.C1C=CC2N(O)N=NC=2C=1. The catalyst is CN(C=O)C.CCOC(C)=O. The product is [C:1]([O:5][C:6]([NH:8][C@H:9]([C:13]1[CH:18]=[C:17]([C:19]2[CH:27]=[CH:26][C:25]([NH:28][C:29](=[O:30])[O:31][CH3:32])=[CH:24][C:20]=2[C:21](=[O:23])[NH:36][CH2:33][CH:34]=[CH2:35])[CH:16]=[CH:15][N:14]=1)[CH2:10][CH:11]=[CH2:12])=[O:7])([CH3:4])([CH3:3])[CH3:2]. The yield is 0.860. (2) The reactants are C(=O)([O-])[O-].[K+].[K+].[C:7]1(B(O)O)[CH:12]=[CH:11][CH:10]=[CH:9][CH:8]=1.[F:16][C:17]1[C:18](=[O:37])[N:19]([CH2:24][CH2:25][C@@:26]([CH3:36])([S:32]([CH3:35])(=[O:34])=[O:33])[C:27]([O:29][CH2:30][CH3:31])=[O:28])[CH:20]=[CH:21][C:22]=1I.O. The catalyst is O1CCOCC1.[Pd]. The product is [F:16][C:17]1[C:18](=[O:37])[N:19]([CH2:24][CH2:25][C@@:26]([CH3:36])([S:32]([CH3:35])(=[O:33])=[O:34])[C:27]([O:29][CH2:30][CH3:31])=[O:28])[CH:20]=[CH:21][C:22]=1[C:7]1[CH:12]=[CH:11][CH:10]=[CH:9][CH:8]=1. The yield is 0.512. (3) The reactants are [C:1]([N:4]1[CH2:9][CH2:8][N:7](C(OC(C)(C)C)=O)[CH2:6][CH2:5]1)(=[O:3])[CH3:2].Cl.CCOC(C)=O. No catalyst specified. The product is [C:1]([N:4]1[CH2:9][CH2:8][NH:7][CH2:6][CH2:5]1)(=[O:3])[CH3:2]. The yield is 1.00. (4) The reactants are [CH2:1]([O:3][C:4]([C:6]1[CH:7]=[N:8][N:9]([C:11]2[N:15](COCCOC)[C:14]3[CH:22]=[C:23]([S:30]([CH2:32][CH3:33])=[O:31])[C:24](C(F)(F)F)=[CH:25][C:13]=3[N:12]=2)[CH:10]=1)=[O:5])[CH3:2].[ClH:34]. The catalyst is C(O)C.O1CCOCC1. The product is [CH2:1]([O:3][C:4]([C:6]1[CH:7]=[N:8][N:9]([C:11]2[NH:15][C:14]3[CH:22]=[C:23]([S:30]([CH2:32][CH3:33])=[O:31])[C:24]([Cl:34])=[CH:25][C:13]=3[N:12]=2)[CH:10]=1)=[O:5])[CH3:2]. The yield is 0.670. (5) The reactants are [C:1]([CH:4]1[CH2:9][CH:8]([C:10]2[CH:15]=[CH:14][CH:13]=[CH:12][CH:11]=2)[O:7][C:5]1=[O:6])(=O)[CH3:2].[N:16]1[C:20]2[CH:21]=[CH:22][CH:23]=[CH:24][C:19]=2[NH:18][C:17]=1[CH2:25][C:26]#[N:27].C([O-])(=O)C.[NH4+]. No catalyst specified. The product is [OH:7][CH:8]([C:10]1[CH:11]=[CH:12][CH:13]=[CH:14][CH:15]=1)[CH2:9][C:4]1[C:5](=[O:6])[N:18]2[C:17]([NH:16][C:20]3[CH:21]=[CH:22][CH:23]=[CH:24][C:19]=32)=[C:25]([C:26]#[N:27])[C:1]=1[CH3:2]. The yield is 0.780. (6) The yield is 0.530. The reactants are [CH2:1]([O:8][C:9]([N:11]1[CH2:17][C:16]2[CH:18]=[C:19](Br)[CH:20]=[N:21][C:15]=2[NH:14][C:13](=[O:23])[CH2:12]1)=[O:10])[C:2]1[CH:7]=[CH:6][CH:5]=[CH:4][CH:3]=1.[C:24]([O:28][C:29]([CH3:32])([CH3:31])[CH3:30])(=[O:27])[CH:25]=[CH2:26].C(N(C(C)C)C(C)C)C.CC1C=CC=CC=1P(C1C=CC=CC=1C)C1C=CC=CC=1C. The catalyst is C(#N)CC.CN(C=O)C.CC([O-])=O.CC([O-])=O.[Pd+2]. The product is [CH2:1]([O:8][C:9]([N:11]1[CH2:17][C:16]2[CH:18]=[C:19](/[CH:26]=[CH:25]/[C:24]([O:28][C:29]([CH3:32])([CH3:31])[CH3:30])=[O:27])[CH:20]=[N:21][C:15]=2[NH:14][C:13](=[O:23])[CH2:12]1)=[O:10])[C:2]1[CH:7]=[CH:6][CH:5]=[CH:4][CH:3]=1. (7) The reactants are [Cl:1][C:2]1[CH:10]=[CH:9][CH:8]=[C:7]2[C:3]=1[C:4](=[O:12])[C:5](=[O:11])[NH:6]2.C(N=P1(N(CC)CC)N(C)CCCN1C)(C)(C)C.[Cl:31][C:32]1[CH:39]=[CH:38][CH:37]=[CH:36][C:33]=1[CH2:34]Br. The catalyst is C(#N)C.C(OCC)(=O)C. The product is [Cl:1][C:2]1[CH:10]=[CH:9][CH:8]=[C:7]2[C:3]=1[C:4](=[O:12])[C:5](=[O:11])[N:6]2[CH2:34][C:33]1[CH:36]=[CH:37][CH:38]=[CH:39][C:32]=1[Cl:31]. The yield is 0.940. (8) The reactants are [Cl:1][C:2]1[C:9]([Cl:10])=[CH:8][C:5]([CH:6]=O)=[C:4]([N+:11]([O-])=O)[CH:3]=1.[C:14]([OH:20])(=[O:19])[CH2:15]C(O)=O.C([O-])=O.[NH4+:24].Cl. The catalyst is C(O)=O.[OH-].[Na+].[Ni]. The product is [Cl:10][C:9]1[CH:8]=[C:5]2[C:4](=[CH:3][C:2]=1[Cl:1])[NH:11][N:24]=[C:6]2[CH2:15][C:14]([OH:20])=[O:19]. The yield is 0.220. (9) The reactants are [C:1]1([C:7]2[N:8]=[C:9]([CH:17]3[CH2:22][CH2:21][NH:20][CH2:19][CH2:18]3)[S:10][C:11]=2[C:12]([O:14][CH2:15][CH3:16])=[O:13])[CH:6]=[CH:5][CH:4]=[CH:3][CH:2]=1.[C:23](Cl)(=[O:25])[CH3:24]. The catalyst is C1COCC1.[Cl-].[Na+].O. The product is [C:23]([N:20]1[CH2:21][CH2:22][CH:17]([C:9]2[S:10][C:11]([C:12]([O:14][CH2:15][CH3:16])=[O:13])=[C:7]([C:1]3[CH:6]=[CH:5][CH:4]=[CH:3][CH:2]=3)[N:8]=2)[CH2:18][CH2:19]1)(=[O:25])[CH3:24]. The yield is 0.740. (10) The reactants are [NH2:1][C:2]1[CH:6]=[CH:5][N:4]([CH2:7][CH2:8][N:9]([CH3:17])[C:10](=[O:16])[O:11][C:12]([CH3:15])([CH3:14])[CH3:13])[N:3]=1.Br[C:19]1[C:20](=[O:27])[N:21]([CH3:26])[CH:22]=[C:23]([Br:25])[CH:24]=1.CC1(C)C2C(=C(P(C3C=CC=CC=3)C3C=CC=CC=3)C=CC=2)OC2C(P(C3C=CC=CC=3)C3C=CC=CC=3)=CC=CC1=2.C([O-])([O-])=O.[Cs+].[Cs+]. The catalyst is O1CCOCC1.C1C=CC(/C=C/C(/C=C/C2C=CC=CC=2)=O)=CC=1.C1C=CC(/C=C/C(/C=C/C2C=CC=CC=2)=O)=CC=1.C1C=CC(/C=C/C(/C=C/C2C=CC=CC=2)=O)=CC=1.[Pd].[Pd]. The product is [Br:25][C:23]1[CH:24]=[C:19]([NH:1][C:2]2[CH:6]=[CH:5][N:4]([CH2:7][CH2:8][N:9]([CH3:17])[C:10](=[O:16])[O:11][C:12]([CH3:13])([CH3:14])[CH3:15])[N:3]=2)[C:20](=[O:27])[N:21]([CH3:26])[CH:22]=1. The yield is 0.770.